This data is from NCI-60 drug combinations with 297,098 pairs across 59 cell lines. The task is: Regression. Given two drug SMILES strings and cell line genomic features, predict the synergy score measuring deviation from expected non-interaction effect. (1) Drug 1: CC1=C(C(CCC1)(C)C)C=CC(=CC=CC(=CC(=O)O)C)C. Drug 2: C(CCl)NC(=O)N(CCCl)N=O. Cell line: BT-549. Synergy scores: CSS=5.26, Synergy_ZIP=-3.35, Synergy_Bliss=-1.85, Synergy_Loewe=-2.34, Synergy_HSA=-1.80. (2) Drug 1: CCN(CC)CCNC(=O)C1=C(NC(=C1C)C=C2C3=C(C=CC(=C3)F)NC2=O)C. Drug 2: C(CC(=O)O)C(=O)CN.Cl. Cell line: KM12. Synergy scores: CSS=34.6, Synergy_ZIP=-3.22, Synergy_Bliss=-4.12, Synergy_Loewe=-17.3, Synergy_HSA=-2.58. (3) Drug 1: C1=C(C(=O)NC(=O)N1)N(CCCl)CCCl. Drug 2: CC=C1C(=O)NC(C(=O)OC2CC(=O)NC(C(=O)NC(CSSCCC=C2)C(=O)N1)C(C)C)C(C)C. Cell line: NCI-H322M. Synergy scores: CSS=42.6, Synergy_ZIP=9.14, Synergy_Bliss=12.0, Synergy_Loewe=-28.1, Synergy_HSA=10.8. (4) Drug 1: C1=NNC2=C1C(=O)NC=N2. Drug 2: C(CN)CNCCSP(=O)(O)O. Cell line: HOP-92. Synergy scores: CSS=1.70, Synergy_ZIP=2.17, Synergy_Bliss=3.86, Synergy_Loewe=3.81, Synergy_HSA=-0.195. (5) Drug 1: C1CC(CNC1)C2=CC=C(C=C2)N3C=C4C=CC=C(C4=N3)C(=O)N. Drug 2: CC1=C(C(=CC=C1)Cl)NC(=O)C2=CN=C(S2)NC3=CC(=NC(=N3)C)N4CCN(CC4)CCO. Cell line: HT29. Synergy scores: CSS=56.8, Synergy_ZIP=10.9, Synergy_Bliss=11.0, Synergy_Loewe=6.26, Synergy_HSA=15.0. (6) Cell line: SR. Synergy scores: CSS=61.4, Synergy_ZIP=1.53, Synergy_Bliss=-1.66, Synergy_Loewe=-4.13, Synergy_HSA=-4.20. Drug 2: CCN(CC)CCCC(C)NC1=C2C=C(C=CC2=NC3=C1C=CC(=C3)Cl)OC. Drug 1: CC(C)(C#N)C1=CC(=CC(=C1)CN2C=NC=N2)C(C)(C)C#N. (7) Drug 1: COC1=C(C=C2C(=C1)N=CN=C2NC3=CC(=C(C=C3)F)Cl)OCCCN4CCOCC4. Drug 2: C(CN)CNCCSP(=O)(O)O. Cell line: U251. Synergy scores: CSS=5.41, Synergy_ZIP=-4.42, Synergy_Bliss=-3.95, Synergy_Loewe=-12.0, Synergy_HSA=-3.65. (8) Drug 1: CC12CCC(CC1=CCC3C2CCC4(C3CC=C4C5=CN=CC=C5)C)O. Drug 2: C1C(C(OC1N2C=NC3=C2NC=NCC3O)CO)O. Cell line: SF-268. Synergy scores: CSS=-2.32, Synergy_ZIP=0.507, Synergy_Bliss=-2.30, Synergy_Loewe=-6.22, Synergy_HSA=-4.70.